Predict the reaction yield, written as a fraction of the theoretical maximum amount of product (1.0 means a 100% yield; for example, 0.34 means a 34% yield). From a dataset of Reaction yield outcomes from USPTO patents with 853,638 reactions. (1) The catalyst is C(OCC)C. The yield is 0.340. The reactants are [CH2:1]([Li])[CH2:2][CH2:3][CH3:4].O=O.Br[C:9]1[CH:10]=[CH:11][C:12]([F:28])=[C:13]([CH:27]=1)[CH2:14][C:15]1[CH:26]=[CH:25][C:18]([O:19][CH:20]2[CH2:24][CH2:23][O:22][CH2:21]2)=[CH:17][CH:16]=1.CON(C)[C:32](=[O:84])[C@H:33]([O:76]CC1C=CC=CC=1)[C@@H:34]([O:68][CH2:69][C:70]1[CH:75]=[CH:74][CH:73]=[CH:72][CH:71]=1)[C@H:35]([O:60][CH2:61][C:62]1[CH:67]=[CH:66][CH:65]=[CH:64][CH:63]=1)[C:36]([OH:59])([CH2:48][O:49][CH2:50][C:51]1[CH:56]=[CH:55][C:54]([O:57][CH3:58])=[CH:53][CH:52]=1)[CH2:37][O:38][CH2:39][C:40]1[CH:45]=[CH:44][C:43]([O:46][CH3:47])=[CH:42][CH:41]=1.[Al].O1C[CH2:90][CH2:89][CH2:88]1. The product is [CH2:1]([O:76][CH:33]1[C@@H:34]([O:68][CH2:69][C:70]2[CH:71]=[CH:72][CH:73]=[CH:74][CH:75]=2)[C@H:35]([O:60][CH2:61][C:62]2[CH:67]=[CH:66][CH:65]=[CH:64][CH:63]=2)[C:36]([CH2:48][O:49][CH2:50][C:51]2[CH:52]=[CH:53][C:54]([O:57][CH3:58])=[CH:55][CH:56]=2)([CH2:37][O:38][CH2:39][C:40]2[CH:41]=[CH:42][C:43]([O:46][CH3:47])=[CH:44][CH:45]=2)[O:59][C:32]1([C:9]1[CH:10]=[CH:11][C:12]([F:28])=[C:13]([CH2:14][C:15]2[CH:26]=[CH:25][C:18]([O:19][CH:20]3[CH2:24][CH2:23][O:22][CH2:21]3)=[CH:17][CH:16]=2)[CH:27]=1)[OH:84])[C:2]1[CH:90]=[CH:89][CH:88]=[CH:4][CH:3]=1. (2) The reactants are [C:1]([O:5][C:6]([N:8]1[CH2:13][CH2:12][CH:11]([CH2:14][CH2:15][OH:16])[CH2:10][CH2:9]1)=[O:7])([CH3:4])([CH3:3])[CH3:2].C1C=CC(P(C2C=CC=CC=2)C2C=CC=CC=2)=CC=1.[Cl:36][C:37]1[CH:42]=[CH:41][C:40]([N:43]([C@H:47]2[C:56]3[C:51](=[CH:52][CH:53]=[CH:54][CH:55]=3)[N:50]([C:57](=[O:65])[C:58]3[CH:63]=[CH:62][C:61](O)=[CH:60][CH:59]=3)[C@@H:49]([CH3:66])[CH2:48]2)[C:44](=[O:46])[CH3:45])=[CH:39][CH:38]=1.CCOC(/N=N/C(OCC)=O)=O. The catalyst is C1(C)C=CC=CC=1. The product is [C:1]([O:5][C:6]([N:8]1[CH2:13][CH2:12][CH:11]([CH2:14][CH2:15][O:16][C:61]2[CH:60]=[CH:59][C:58]([C:57]([N:50]3[C:51]4[C:56](=[CH:55][CH:54]=[CH:53][CH:52]=4)[C@H:47]([N:43]([C:44](=[O:46])[CH3:45])[C:40]4[CH:41]=[CH:42][C:37]([Cl:36])=[CH:38][CH:39]=4)[CH2:48][C@@H:49]3[CH3:66])=[O:65])=[CH:63][CH:62]=2)[CH2:10][CH2:9]1)=[O:7])([CH3:4])([CH3:3])[CH3:2]. The yield is 0.900.